From a dataset of Full USPTO retrosynthesis dataset with 1.9M reactions from patents (1976-2016). Predict the reactants needed to synthesize the given product. (1) Given the product [C:1]([O:5][C:6]([NH:8][C@:9]12[CH2:53][CH2:52][C@@H:51]([C:54]([CH3:56])=[CH2:55])[C@@H:10]1[C@@H:11]1[C@@:24]([CH3:27])([CH2:25][CH2:26]2)[C@@:23]2([CH3:28])[C@@H:14]([C@:15]3([CH3:50])[C@@H:20]([CH2:21][CH2:22]2)[C:19]([CH3:30])([CH3:29])[C:18]([C:31]2[CH2:49][C:33]4([CH2:36][C:35]([C:43]([OH:45])=[O:44])([C:37]([OH:39])=[O:38])[CH2:34]4)[CH:32]=2)=[CH:17][CH2:16]3)[CH2:13][CH2:12]1)=[O:7])([CH3:2])([CH3:3])[CH3:4], predict the reactants needed to synthesize it. The reactants are: [C:1]([O:5][C:6]([NH:8][C@:9]12[CH2:53][CH2:52][C@@H:51]([C:54]([CH3:56])=[CH2:55])[C@@H:10]1[C@@H:11]1[C@@:24]([CH3:27])([CH2:25][CH2:26]2)[C@@:23]2([CH3:28])[C@@H:14]([C@:15]3([CH3:50])[C@@H:20]([CH2:21][CH2:22]2)[C:19]([CH3:30])([CH3:29])[C:18]([C:31]2[CH2:49][C:33]4([CH2:36][C:35]([C:43]([O:45]C(C)C)=[O:44])([C:37]([O:39]C(C)C)=[O:38])[CH2:34]4)[CH:32]=2)=[CH:17][CH2:16]3)[CH2:13][CH2:12]1)=[O:7])([CH3:4])([CH3:3])[CH3:2].[OH-].[Na+]. (2) Given the product [C:1]([O:5][C:6](=[O:19])[NH:7][C:8]1([CH:17]([C:22]#[N:23])[OH:18])[CH2:16][C:15]2[C:10](=[CH:11][CH:12]=[CH:13][CH:14]=2)[CH2:9]1)([CH3:4])([CH3:2])[CH3:3], predict the reactants needed to synthesize it. The reactants are: [C:1]([O:5][C:6](=[O:19])[NH:7][C:8]1([CH:17]=[O:18])[CH2:16][C:15]2[C:10](=[CH:11][CH:12]=[CH:13][CH:14]=2)[CH2:9]1)([CH3:4])([CH3:3])[CH3:2].CC(C)(O)[C:22]#[N:23].C(N(CC)CC)C. (3) Given the product [S:13]1[C:2]2[CH:7]=[CH:6][CH:5]=[CH:4][C:3]=2[CH:8]=[N:15]1, predict the reactants needed to synthesize it. The reactants are: N[C:2]1[C:3]([CH3:8])=[CH:4][CH:5]=[CH:6][CH:7]=1.O=S(Cl)Cl.[S:13](=[N:15]S(C)(=O)=O)=O.N1C=CC=CC=1. (4) Given the product [CH2:25]([O:27][C:28]([C:29]1[C:30]([C:31]([F:32])([F:33])[F:34])=[N:14][N:15]2[C:16]([O:23][CH3:24])=[CH:17][CH:18]=[C:19]([CH2:21][OH:22])[C:20]=12)=[O:35])[CH3:26], predict the reactants needed to synthesize it. The reactants are: CC1C=C(C)C=C(C)C=1S([O-])(=O)=O.[NH2:14][N+:15]1[CH:20]=[C:19]([CH2:21][OH:22])[CH:18]=[CH:17][C:16]=1[O:23][CH3:24].[CH2:25]([O:27][C:28](=[O:35])[C:29]#[C:30][C:31]([F:34])([F:33])[F:32])[CH3:26].